Dataset: Full USPTO retrosynthesis dataset with 1.9M reactions from patents (1976-2016). Task: Predict the reactants needed to synthesize the given product. Given the product [Br:20][C:7]1[C:2]([OH:1])=[C:3]([CH2:8][C:9]([O:11][CH3:12])=[O:10])[CH:4]=[CH:5][CH:6]=1, predict the reactants needed to synthesize it. The reactants are: [OH:1][C:2]1[CH:7]=[CH:6][CH:5]=[CH:4][C:3]=1[CH2:8][C:9]([O:11][CH3:12])=[O:10].C(NC(C)C)(C)C.[Br:20]N1C(=O)CCC1=O.Cl.